This data is from Catalyst prediction with 721,799 reactions and 888 catalyst types from USPTO. The task is: Predict which catalyst facilitates the given reaction. (1) Reactant: [CH2:1]([O:3][C:4]([C@@H:6]1[CH2:10][C:9](=[O:11])[CH2:8][C@H:7]1[C:12]([OH:14])=[O:13])=[O:5])[CH3:2].[BH4-].[Na+].Cl.[Cl-].[Na+]. Product: [CH2:1]([O:3][C:4]([C@@H:6]1[CH2:10][CH:9]([OH:11])[CH2:8][C@H:7]1[C:12]([OH:14])=[O:13])=[O:5])[CH3:2]. The catalyst class is: 7. (2) Reactant: O/[CH:2]=[C:3](/[CH2:8][C:9]1[CH:10]=[N:11][C:12]([O:15][CH3:16])=[N:13][CH:14]=1)\[C:4]([O:6]C)=O.[NH2:17][C:18]([NH2:20])=[S:19]. Product: [CH3:16][O:15][C:12]1[N:11]=[CH:10][C:9]([CH2:8][C:3]2[C:4](=[O:6])[NH:17][C:18](=[S:19])[NH:20][CH:2]=2)=[CH:14][N:13]=1. The catalyst class is: 32. (3) Reactant: [S:1]1[CH:5]=[CH:4][N:3]=[C:2]1[C:6]([NH2:8])=[NH:7].C([O-])(O)=O.[Na+].[CH3:14][O:15][C:16](=[O:30])/[C:17](/[C:27](=O)[CH3:28])=[C:18](/[C:20]1[CH:25]=[CH:24][C:23]([F:26])=[CH:22][CH:21]=1)\[CH3:19].CCOC(C)=O. Product: [CH3:14][O:15][C:16]([C:17]1[C:18]([C:20]2[CH:21]=[CH:22][C:23]([F:26])=[CH:24][CH:25]=2)([CH3:19])[N:7]=[C:6]([C:2]2[S:1][CH:5]=[CH:4][N:3]=2)[NH:8][C:27]=1[CH3:28])=[O:30]. The catalyst class is: 179. (4) Reactant: [CH2:1]([C@H:4]1[C@:9]([C:11]2[CH:16]=[C:15]([N+:17]([O-:19])=[O:18])[CH:14]=[CH:13][C:12]=2[F:20])([CH3:10])[N:8]=[C:7]([N:21]([C:29]([O:31][C:32]([CH3:35])([CH3:34])[CH3:33])=[O:30])[C:22](=[O:28])[O:23][C:24]([CH3:27])([CH3:26])[CH3:25])[C:6]([CH3:37])([CH3:36])[S:5]1(=[O:39])=[O:38])[CH:2]=[CH2:3].[CH3:40][Si]([N-][Si](C)(C)C)(C)C.[K+].IC. Product: [CH2:1]([C:4]1([CH3:40])[S:5](=[O:38])(=[O:39])[C:6]([CH3:37])([CH3:36])[C:7]([N:21]([C:29]([O:31][C:32]([CH3:35])([CH3:34])[CH3:33])=[O:30])[C:22](=[O:28])[O:23][C:24]([CH3:27])([CH3:26])[CH3:25])=[N:8][C@@:9]1([C:11]1[CH:16]=[C:15]([N+:17]([O-:19])=[O:18])[CH:14]=[CH:13][C:12]=1[F:20])[CH3:10])[CH:2]=[CH2:3]. The catalyst class is: 1. (5) Reactant: [CH2:1]([C:5]12[CH2:17][CH:16]([CH3:18])[C:15](=[O:19])[C:14]([CH3:20])=[C:13]1[C:12]1[C:7](=[CH:8][C:9]([O:21][CH2:22][O:23][CH3:24])=[CH:10][CH:11]=1)[CH2:6]2)[CH2:2][CH2:3][CH3:4].[Li+].[CH3:26]C([N-]C(C)C)C.IC. Product: [CH2:1]([C:5]12[CH2:17][C:16]([CH3:26])([CH3:18])[C:15](=[O:19])[C:14]([CH3:20])=[C:13]1[C:12]1[C:7](=[CH:8][C:9]([O:21][CH2:22][O:23][CH3:24])=[CH:10][CH:11]=1)[CH2:6]2)[CH2:2][CH2:3][CH3:4]. The catalyst class is: 1. (6) Reactant: Br[CH2:2][CH2:3][CH2:4][CH2:5][CH2:6][CH2:7][NH:8][C:9]([C:11]1[C:15]([NH:16][C:17](=[O:29])[C:18]2[CH:23]=[CH:22][CH:21]=[C:20]([C:24]3[CH:25]=[N:26][NH:27][CH:28]=3)[CH:19]=2)=[CH:14][N:13]([CH3:30])[N:12]=1)=[O:10].C(N(C(C)C)C(C)C)C. Product: [CH3:30][N:13]1[CH:14]=[C:15]2[C:11]([C:9](=[O:10])[NH:8][CH2:7][CH2:6][CH2:5][CH2:4][CH2:3][CH2:2][N:26]3[CH:25]=[C:24]([C:20]4[CH:19]=[C:18]([C:17](=[O:29])[NH:16]2)[CH:23]=[CH:22][CH:21]=4)[CH:28]=[N:27]3)=[N:12]1. The catalyst class is: 44. (7) Reactant: [H-].[Na+].[Cl:3][C:4]1[N:9]=[C:8]([C:10]2[C:18]3[C:13](=[CH:14][CH:15]=[CH:16][CH:17]=3)[NH:12][CH:11]=2)[C:7]([Cl:19])=[CH:6][N:5]=1.[CH3:20]I. Product: [Cl:3][C:4]1[N:9]=[C:8]([C:10]2[C:18]3[C:13](=[CH:14][CH:15]=[CH:16][CH:17]=3)[N:12]([CH3:20])[CH:11]=2)[C:7]([Cl:19])=[CH:6][N:5]=1. The catalyst class is: 20. (8) Reactant: [CH3:1][C:2]1[N:7]=[CH:6][C:5]([C:8]([N:10]2[CH2:13][CH:12]([C:14]([N:16]3[CH2:22][CH2:21][CH2:20][NH:19][CH2:18][CH2:17]3)=[O:15])[CH2:11]2)=[O:9])=[CH:4][CH:3]=1.[CH3:23][C:24]([CH3:26])=O. Product: [CH3:23][CH:24]([N:19]1[CH2:20][CH2:21][CH2:22][N:16]([C:14]([CH:12]2[CH2:13][N:10]([C:8]([C:5]3[CH:6]=[N:7][C:2]([CH3:1])=[CH:3][CH:4]=3)=[O:9])[CH2:11]2)=[O:15])[CH2:17][CH2:18]1)[CH3:26]. The catalyst class is: 50. (9) Reactant: [NH2:1][CH2:2][C@@H:3]([NH:12][C:13]1[CH:18]=[CH:17][C:16]([C:19]#[N:20])=[C:15]([Cl:21])[CH:14]=1)[CH2:4][C:5]([O:7][C:8]([CH3:11])([CH3:10])[CH3:9])=[O:6].[CH:22](=O)[C:23]1[CH:28]=[CH:27][CH:26]=[CH:25][CH:24]=1.[BH4-].[Na+]. Product: [Cl:21][C:15]1[CH:14]=[C:13]([NH:12][C@H:3]([CH2:2][NH:1][CH2:22][C:23]2[CH:28]=[CH:27][CH:26]=[CH:25][CH:24]=2)[CH2:4][C:5]([O:7][C:8]([CH3:10])([CH3:9])[CH3:11])=[O:6])[CH:18]=[CH:17][C:16]=1[C:19]#[N:20]. The catalyst class is: 14. (10) Reactant: [C:1]([O:5][C:6](=[O:15])[CH2:7]/[N:8]=[CH:9]/[CH2:10][C:11]([CH3:14])([CH3:13])[CH3:12])([CH3:4])([CH3:3])[CH3:2].[Cl:16][C:17]1[CH:22]=[CH:21][C:20](/[C:23](=[CH:26]/[C:27]2[CH:32]=[CH:31][CH:30]=[C:29]([Cl:33])[CH:28]=2)/[C:24]#[N:25])=[C:19]([F:34])[CH:18]=1.C(N(CC)CC)C. Product: [C:1]([O:5][C:6]([CH:7]1[CH:26]([C:27]2[CH:32]=[CH:31][CH:30]=[C:29]([Cl:33])[CH:28]=2)[C:23]([C:20]2[CH:21]=[CH:22][C:17]([Cl:16])=[CH:18][C:19]=2[F:34])([C:24]#[N:25])[CH:9]([CH2:10][C:11]([CH3:14])([CH3:13])[CH3:12])[NH:8]1)=[O:15])([CH3:4])([CH3:3])[CH3:2]. The catalyst class is: 4.